This data is from Forward reaction prediction with 1.9M reactions from USPTO patents (1976-2016). The task is: Predict the product of the given reaction. Given the reactants [Cl:1][C:2]1[CH:15]=[C:14]([Cl:16])[C:13]([O:17][C:18]2[N:22]([CH3:23])[N:21]=[C:20]([CH3:24])[C:19]=2[CH:25]=[O:26])=[CH:12][C:3]=1[O:4][CH:5]([CH3:11])[C:6]([O:8]CC)=[O:7].Cl, predict the reaction product. The product is: [Cl:1][C:2]1[CH:15]=[C:14]([Cl:16])[C:13]([O:17][C:18]2[N:22]([CH3:23])[N:21]=[C:20]([CH3:24])[C:19]=2[CH:25]=[O:26])=[CH:12][C:3]=1[O:4][CH:5]([CH3:11])[C:6]([OH:8])=[O:7].